From a dataset of Full USPTO retrosynthesis dataset with 1.9M reactions from patents (1976-2016). Predict the reactants needed to synthesize the given product. (1) The reactants are: [Br:1][C:2]1[CH:3]=[C:4](I)[CH:5]=[CH:6][CH:7]=1.[C:9]1([C:15]2[CH:33]=[C:32](B(O)O)[C:18]3[O:19][C:20]4[CH:25]=[CH:24][C:23]([C:26]5[CH:31]=[CH:30][CH:29]=[CH:28][CH:27]=5)=[CH:22][C:21]=4[C:17]=3[CH:16]=2)[CH:14]=[CH:13][CH:12]=[CH:11][CH:10]=1.C(=O)([O-])[O-].[Na+].[Na+]. Given the product [Br:1][C:2]1[CH:3]=[C:4]([C:25]2[C:20]3[O:19][C:18]4[CH:32]=[CH:33][C:15]([C:9]5[CH:14]=[CH:13][CH:12]=[CH:11][CH:10]=5)=[CH:16][C:17]=4[C:21]=3[CH:22]=[C:23]([C:26]3[CH:27]=[CH:28][CH:29]=[CH:30][CH:31]=3)[CH:24]=2)[CH:5]=[CH:6][CH:7]=1, predict the reactants needed to synthesize it. (2) Given the product [Cl:1][C:2]1[CH:22]=[C:21]([Cl:23])[CH:20]=[CH:19][C:3]=1[CH2:4][NH:5][C:6]([C:8]1[C:9]([O:16][CH2:17][CH3:18])=[N:10][N:11]([CH2:13][CH2:14][O:15][C:27]2[C:26]([CH2:24][CH3:25])=[CH:31][CH:30]=[CH:29][C:28]=2[CH2:32][C:33]([OH:35])=[O:34])[CH:12]=1)=[O:7], predict the reactants needed to synthesize it. The reactants are: [Cl:1][C:2]1[CH:22]=[C:21]([Cl:23])[CH:20]=[CH:19][C:3]=1[CH2:4][NH:5][C:6]([C:8]1[C:9]([O:16][CH2:17][CH3:18])=[N:10][N:11]([CH2:13][CH2:14][OH:15])[CH:12]=1)=[O:7].[CH2:24]([C:26]1[C:27](O)=[C:28]([CH2:32][C:33]([O:35]C)=[O:34])[CH:29]=[CH:30][CH:31]=1)[CH3:25].C(P(CCCC)CCCC)CCC.N(C(N1CCCCC1)=O)=NC(N1CCCCC1)=O. (3) Given the product [CH2:32]([N:34]([CH2:37][C@@H:38]1[N:39]([C:11](=[O:12])[CH2:10][C@@H:9]([NH:14][C:15]2[CH:20]=[CH:19][C:18]([S:21]([NH2:22])(=[O:23])=[O:24])=[CH:17][C:16]=2[S:25]([C:28]([F:29])([F:31])[F:30])(=[O:27])=[O:26])[CH2:8][S:7][C:1]2[CH:2]=[CH:3][CH:4]=[CH:5][CH:6]=2)[CH2:40][CH2:41][O:42][CH2:43]1)[CH2:35][CH3:36])[CH3:33], predict the reactants needed to synthesize it. The reactants are: [C:1]1([S:7][CH2:8][C@H:9]([NH:14][C:15]2[CH:20]=[CH:19][C:18]([S:21](=[O:24])(=[O:23])[NH2:22])=[CH:17][C:16]=2[S:25]([C:28]([F:31])([F:30])[F:29])(=[O:27])=[O:26])[CH2:10][C:11](O)=[O:12])[CH:6]=[CH:5][CH:4]=[CH:3][CH:2]=1.[CH2:32]([N:34]([CH2:37][C@H:38]1[CH2:43][O:42][CH2:41][CH2:40][N:39]1C(OC(C)(C)C)=O)[CH2:35][CH3:36])[CH3:33].CCN(C(C)C)C(C)C.CN(C(ON1N=NC2C=CC=NC1=2)=[N+](C)C)C.F[P-](F)(F)(F)(F)F. (4) Given the product [CH2:1]([O:8][C:9]([NH:11][C@H:12]1[C@@H:16]([O:17][S:33]([CH3:32])(=[O:35])=[O:34])[CH2:15][N:14]([C:18]([O:20][C:21]([CH3:24])([CH3:23])[CH3:22])=[O:19])[CH2:13]1)=[O:10])[C:2]1[CH:3]=[CH:4][CH:5]=[CH:6][CH:7]=1, predict the reactants needed to synthesize it. The reactants are: [CH2:1]([O:8][C:9]([NH:11][C@H:12]1[C@@H:16]([OH:17])[CH2:15][N:14]([C:18]([O:20][C:21]([CH3:24])([CH3:23])[CH3:22])=[O:19])[CH2:13]1)=[O:10])[C:2]1[CH:7]=[CH:6][CH:5]=[CH:4][CH:3]=1.C(N(CC)CC)C.[CH3:32][S:33](Cl)(=[O:35])=[O:34].O. (5) Given the product [CH:11]1([C:9]2[N:10]=[C:3]3[C:2]([O:36][CH3:35])=[N:7][CH:6]=[CH:5][N:4]3[C:8]=2[CH2:14][C:15]2[CH:34]=[CH:33][C:18]3/[C:19](=[C:29](/[CH3:32])\[C:30]#[N:31])/[C:20]4[CH:27]=[CH:26][C:25]([F:28])=[CH:24][C:21]=4[O:22][CH2:23][C:17]=3[CH:16]=2)[CH2:13][CH2:12]1, predict the reactants needed to synthesize it. The reactants are: Cl[C:2]1[C:3]2[N:4]([C:8]([CH2:14][C:15]3[CH:34]=[CH:33][C:18]4[C:19](=[C:29]([CH3:32])[C:30]#[N:31])[C:20]5[CH:27]=[CH:26][C:25]([F:28])=[CH:24][C:21]=5[O:22][CH2:23][C:17]=4[CH:16]=3)=[C:9]([CH:11]3[CH2:13][CH2:12]3)[N:10]=2)[CH:5]=[CH:6][N:7]=1.[CH3:35][O-:36].[Na+].O.